This data is from Catalyst prediction with 721,799 reactions and 888 catalyst types from USPTO. The task is: Predict which catalyst facilitates the given reaction. (1) Reactant: [CH3:1][O:2][C:3](=[O:40])[C@H:4]([OH:39])[C@@H:5]([NH:13][C:14](=[O:38])[C:15]1[CH:20]=[C:19]([C:21]([NH:23][C@@H:24]([C:26]2[CH:31]=[CH:30][CH:29]=[CH:28][CH:27]=2)[CH3:25])=[O:22])[CH:18]=[C:17]([N:32]([CH3:37])[S:33]([CH3:36])(=[O:35])=[O:34])[CH:16]=1)[CH2:6][C:7]1[CH:12]=[CH:11][CH:10]=[CH:9][CH:8]=1.[O:41]1[CH:46]=[CH:45][CH2:44][CH2:43][CH2:42]1.[NH+]1C=CC=CC=1.C1(C)C=CC(S(O)(=O)=O)=CC=1. Product: [CH3:1][O:2][C:3](=[O:40])[C@H:4]([O:39][CH:42]1[CH2:43][CH2:44][CH2:45][CH2:46][O:41]1)[C@@H:5]([NH:13][C:14](=[O:38])[C:15]1[CH:20]=[C:19]([C:21]([NH:23][C@@H:24]([C:26]2[CH:27]=[CH:28][CH:29]=[CH:30][CH:31]=2)[CH3:25])=[O:22])[CH:18]=[C:17]([N:32]([CH3:37])[S:33]([CH3:36])(=[O:35])=[O:34])[CH:16]=1)[CH2:6][C:7]1[CH:12]=[CH:11][CH:10]=[CH:9][CH:8]=1. The catalyst class is: 7. (2) Reactant: [CH2:1]([O:8][C:9]1[CH:14]=[C:13]([O:15][CH2:16][C:17]2[CH:22]=[CH:21][CH:20]=[CH:19][CH:18]=2)[C:12]([C:23]([CH3:25])=[CH2:24])=[CH:11][C:10]=1[C:26]([N:28]1[CH2:33][CH2:32][CH:31]([CH2:34][CH:35]=O)[CH2:30][CH2:29]1)=[O:27])[C:2]1[CH:7]=[CH:6][CH:5]=[CH:4][CH:3]=1.S(C1C=CC(C)=CC=1)(O)(=O)=O.[CH:48]1([O:53][C:54](=[O:61])[C@H:55]([CH2:57][CH:58]([CH3:60])[CH3:59])[NH2:56])[CH2:52][CH2:51][CH2:50][CH2:49]1.C(O[BH-](OC(=O)C)OC(=O)C)(=O)C.[Na+].CCCCCCC. Product: [CH2:1]([O:8][C:9]1[CH:14]=[C:13]([O:15][CH2:16][C:17]2[CH:18]=[CH:19][CH:20]=[CH:21][CH:22]=2)[C:12]([C:23]([CH3:25])=[CH2:24])=[CH:11][C:10]=1[C:26]([N:28]1[CH2:29][CH2:30][CH:31]([CH2:34][CH2:35][NH:56][C@H:55]([C:54]([O:53][CH:48]2[CH2:49][CH2:50][CH2:51][CH2:52]2)=[O:61])[CH2:57][CH:58]([CH3:59])[CH3:60])[CH2:32][CH2:33]1)=[O:27])[C:2]1[CH:7]=[CH:6][CH:5]=[CH:4][CH:3]=1. The catalyst class is: 68. (3) Reactant: [C:1]1(=[O:11])[C@@H:9]2[C@@H:4]([CH2:5][CH:6]=[CH:7][CH2:8]2)[C:3](=[O:10])[NH:2]1. Product: [C:1]1(=[O:11])[CH:9]2[CH:4]([CH2:5][CH2:6][CH2:7][CH2:8]2)[C:3](=[O:10])[NH:2]1. The catalyst class is: 19.